Task: Regression/Classification. Given a drug SMILES string, predict its absorption, distribution, metabolism, or excretion properties. Task type varies by dataset: regression for continuous measurements (e.g., permeability, clearance, half-life) or binary classification for categorical outcomes (e.g., BBB penetration, CYP inhibition). Dataset: bbb_martins.. Dataset: Blood-brain barrier penetration binary classification data from Martins et al. (1) The compound is C[C@H](N)[C@H](O)c1cccc(O)c1. The result is 0 (does not penetrate BBB). (2) The result is 1 (penetrates BBB). The compound is CC(C)n1c(/C=C/[C@@H](O)C[C@H](O)CC(=O)O)c(-c2ccc(F)cc2)c2ccccc21. (3) The compound is CCOC(=O)C1=C(C)NC(C)=C(C(=O)OC)C1c1cccc(Cl)c1Cl. The result is 0 (does not penetrate BBB).